Dataset: CYP2C19 inhibition data for predicting drug metabolism from PubChem BioAssay. Task: Regression/Classification. Given a drug SMILES string, predict its absorption, distribution, metabolism, or excretion properties. Task type varies by dataset: regression for continuous measurements (e.g., permeability, clearance, half-life) or binary classification for categorical outcomes (e.g., BBB penetration, CYP inhibition). Dataset: cyp2c19_veith. (1) The molecule is COc1ccc2c3c1O[C@@H]1C(=O)CC[C@@]4(O)[C@@H](C2)N(CC2CC2)CC[C@]314. The result is 0 (non-inhibitor). (2) The molecule is CCN1CCCCC(=N/O)/C(=N/O)CCCC1. The result is 0 (non-inhibitor). (3) The compound is O=C(O)CSc1ccc(N=C=S)cc1. The result is 0 (non-inhibitor). (4) The drug is COc1ccc(-c2nc3cnc(N4CCOCC4)nc3n(C3CC3)c2=O)cc1. The result is 0 (non-inhibitor). (5) The molecule is CCN(CC)C(=O)C1CCN(S(=O)(=O)c2ccc3oc4ccccc4c3c2)CC1. The result is 1 (inhibitor).